Predict the reactants needed to synthesize the given product. From a dataset of Full USPTO retrosynthesis dataset with 1.9M reactions from patents (1976-2016). (1) Given the product [CH3:37][N:33]1[C:32]2[C:38]([CH3:40])=[CH:39][C:29]([O:28][C:24]3[N:25]=[CH:26][N:27]=[C:22]([N:17]4[CH2:18][CH2:19][CH:14]([N:10]5[CH2:9][CH2:8][C:7]6[CH:20]=[C:3]([O:2][CH3:1])[CH:4]=[CH:5][C:6]=6[NH:12][C:11]5=[O:13])[CH2:15][CH2:16]4)[CH:23]=3)=[CH:30][C:31]=2[O:35][C:34]1=[O:36], predict the reactants needed to synthesize it. The reactants are: [CH3:1][O:2][C:3]1[CH:4]=[CH:5][C:6]2[NH:12][C:11](=[O:13])[N:10]([CH:14]3[CH2:19][CH2:18][NH:17][CH2:16][CH2:15]3)[CH2:9][CH2:8][C:7]=2[CH:20]=1.Cl[C:22]1[N:27]=[CH:26][N:25]=[C:24]([O:28][C:29]2[CH:39]=[C:38]([CH3:40])[C:32]3[N:33]([CH3:37])[C:34](=[O:36])[O:35][C:31]=3[CH:30]=2)[CH:23]=1.CCN(C(C)C)C(C)C. (2) The reactants are: [CH3:1][O:2][C:3]1[C:12]([O:13][CH3:14])=[CH:11][C:10]2[N:9]=[CH:8][N:7]=[C:6]([NH:15][C:16]3[CH:21]=[CH:20][CH:19]=[CH:18][CH:17]=3)[C:5]=2[C:4]=1[NH2:22].[OH-].[Na+].[CH:25](O)=O. Given the product [CH3:14][O:13][C:12]1[CH:11]=[C:10]2[C:5]3[C:6]([N:15]([C:16]4[CH:17]=[CH:18][CH:19]=[CH:20][CH:21]=4)[CH:25]=[N:22][C:4]=3[C:3]=1[O:2][CH3:1])=[N:7][CH:8]=[N:9]2, predict the reactants needed to synthesize it. (3) Given the product [CH3:1][O:2][C:3](=[O:30])[CH:4]([N:8]([S:9][C:12]1[CH:17]=[CH:16][C:15]([O:18][CH2:19][C:20]2[CH:25]=[CH:24][C:23]([F:26])=[CH:22][CH:21]=2)=[CH:14][CH:13]=1)[CH2:27][CH:28]1[CH2:29][O:32]1)[CH:5]([OH:7])[CH3:6], predict the reactants needed to synthesize it. The reactants are: [CH3:1][O:2][C:3](=[O:30])[CH:4]([N:8]([CH2:27][CH:28]=[CH2:29])[S:9]([C:12]1[CH:17]=[CH:16][C:15]([O:18][CH2:19][C:20]2[CH:25]=[CH:24][C:23]([F:26])=[CH:22][CH:21]=2)=[CH:14][CH:13]=1)(=O)=O)[CH:5]([OH:7])[CH3:6].C(=O)(O)[O-:32].[Na+].ClC1C=C(C=CC=1)C(OO)=O.C(OCC)C. (4) Given the product [C:14]1([C:4]2[N:3]=[C:2]([NH:28][C:25]3[CH:26]=[CH:27][C:22]([S:21][CH3:20])=[CH:23][CH:24]=3)[CH:7]=[C:6]([C:8]3[CH:13]=[CH:12][CH:11]=[CH:10][CH:9]=3)[N:5]=2)[CH:19]=[CH:18][CH:17]=[CH:16][CH:15]=1, predict the reactants needed to synthesize it. The reactants are: Cl[C:2]1[CH:7]=[C:6]([C:8]2[CH:13]=[CH:12][CH:11]=[CH:10][CH:9]=2)[N:5]=[C:4]([C:14]2[CH:19]=[CH:18][CH:17]=[CH:16][CH:15]=2)[N:3]=1.[CH3:20][S:21][C:22]1[CH:27]=[CH:26][C:25]([NH2:28])=[CH:24][CH:23]=1. (5) Given the product [F:18][C:8]1([CH3:17])[CH2:7][O:6][C:5]2[CH:19]=[CH:20][C:2]([C:30]#[C:29][C@@:27]([OH:31])([C:24]3[CH:23]=[C:22]([CH3:21])[O:26][N:25]=3)[CH3:28])=[CH:3][C:4]=2[N:10]2[N:11]=[C:12]([C:14]([NH2:16])=[O:15])[CH:13]=[C:9]12, predict the reactants needed to synthesize it. The reactants are: I[C:2]1[CH:20]=[CH:19][C:5]2[O:6][CH2:7][C:8]([F:18])([CH3:17])[C:9]3[N:10]([N:11]=[C:12]([C:14]([NH2:16])=[O:15])[CH:13]=3)[C:4]=2[CH:3]=1.[CH3:21][C:22]1[O:26][N:25]=[C:24]([C@:27]([OH:31])([C:29]#[CH:30])[CH3:28])[CH:23]=1. (6) Given the product [CH2:14]([O:21][CH2:22][C:23]([N:11]1[CH2:12][CH2:13][N:8]([CH2:1][C:2]2[CH:3]=[CH:4][CH:5]=[CH:6][CH:7]=2)[CH2:9][CH2:10]1)=[O:24])[C:15]1[CH:20]=[CH:19][CH:18]=[CH:17][CH:16]=1, predict the reactants needed to synthesize it. The reactants are: [CH2:1]([N:8]1[CH2:13][CH2:12][NH:11][CH2:10][CH2:9]1)[C:2]1[CH:7]=[CH:6][CH:5]=[CH:4][CH:3]=1.[CH2:14]([O:21][CH2:22][C:23](Cl)=[O:24])[C:15]1[CH:20]=[CH:19][CH:18]=[CH:17][CH:16]=1.C(N(CC)CC)C. (7) Given the product [ClH:1].[CH:7]1([CH2:12][CH2:13][C:14]([N:16]2[CH2:21][CH2:20][N:19]([C:22]3[C:31]4[C:26](=[CH:27][C:28]([CH3:32])=[CH:29][CH:30]=4)[N:25]=[C:24]([C:33]4[CH:38]=[CH:37][CH:36]=[CH:35][C:34]=4[OH:39])[N:23]=3)[CH2:18][CH2:17]2)=[O:15])[CH2:11][CH2:10][CH2:9][CH2:8]1, predict the reactants needed to synthesize it. The reactants are: [ClH:1].C(OCC)C.[CH:7]1([CH2:12][CH2:13][C:14]([N:16]2[CH2:21][CH2:20][N:19]([C:22]3[C:31]4[C:26](=[CH:27][C:28]([CH3:32])=[CH:29][CH:30]=4)[N:25]=[C:24]([C:33]4[CH:38]=[CH:37][CH:36]=[CH:35][C:34]=4[OH:39])[N:23]=3)[CH2:18][CH2:17]2)=[O:15])[CH2:11][CH2:10][CH2:9][CH2:8]1. (8) Given the product [CH:46]1([CH2:49][O:50][C:51]2[CH:56]=[C:55]([F:57])[CH:54]=[CH:53][C:52]=2[C:28]2[N:33]=[CH:32][N:31]=[C:30]([NH:34][C:35]3[CH:36]=[C:37]([CH2:41][S:42]([NH2:45])(=[O:44])=[O:43])[CH:38]=[CH:39][CH:40]=3)[N:29]=2)[CH2:47][CH2:48]1, predict the reactants needed to synthesize it. The reactants are: COC1C=CC=CC=1C1N=CN=C(NC2C=C(CS(N)(=O)=O)C=CC=2)N=1.Cl[C:28]1[N:33]=[CH:32][N:31]=[C:30]([NH:34][C:35]2[CH:36]=[C:37]([CH2:41][S:42]([NH2:45])(=[O:44])=[O:43])[CH:38]=[CH:39][CH:40]=2)[N:29]=1.[CH:46]1([CH2:49][O:50][C:51]2[CH:56]=[C:55]([F:57])[CH:54]=[CH:53][C:52]=2B2OC(C)(C)C(C)(C)O2)[CH2:48][CH2:47]1.